Dataset: Reaction yield outcomes from USPTO patents with 853,638 reactions. Task: Predict the reaction yield, written as a fraction of the theoretical maximum amount of product (1.0 means a 100% yield; for example, 0.34 means a 34% yield). (1) The yield is 0.400. The reactants are [F:1][C:2]([C@H:5]1[CH2:10][CH2:9][C@H:8]([O:11][C:12]2[C:13]([C:29]([F:32])([F:31])[F:30])=[C:14]3[C:19](=[CH:20][CH:21]=2)[CH:18]=[C:17]([C@:22]2([CH3:28])[CH2:26][O:25]C(=O)[NH:23]2)[CH:16]=[CH:15]3)[CH2:7][CH2:6]1)([F:4])[CH3:3].[Li+].[OH-]. The product is [NH2:23][C@@:22]([C:17]1[CH:16]=[CH:15][C:14]2[C:19](=[CH:20][CH:21]=[C:12]([O:11][C@H:8]3[CH2:7][CH2:6][C@H:5]([C:2]([F:1])([F:4])[CH3:3])[CH2:10][CH2:9]3)[C:13]=2[C:29]([F:31])([F:32])[F:30])[CH:18]=1)([CH3:28])[CH2:26][OH:25]. The catalyst is CCO.O. (2) The reactants are NC[C:3]1[CH:11]=[CH:10][C:6]([C:7]([OH:9])=[O:8])=[CH:5][C:4]=1[N+:12]([O-:14])=[O:13].ClC(OCC1C2C=CC=CC=2C2C1=CC=CC=2)=O. The catalyst is C([O-])([O-])=O.[Na+].[Na+].O1CCOCC1. The product is [N+:12]([C:4]1[CH:5]=[C:6]([CH:10]=[CH:11][CH:3]=1)[C:7]([OH:9])=[O:8])([O-:14])=[O:13]. The yield is 0.920. (3) The reactants are [CH3:1][N:2]([CH3:24])[S:3]([N:6]1[C:10]([CH:11]([C:13]2[CH:22]=[CH:21][C:16]3[O:17][CH2:18][CH2:19][O:20][C:15]=3[CH:14]=2)O)=[C:9]([CH3:23])[N:8]=[CH:7]1)(=[O:5])=[O:4].[F-].C([N+](CCCC)(CCCC)CCCC)CCC. The catalyst is C1COCC1. The product is [CH3:24][N:2]([CH3:1])[S:3]([N:6]1[C:10]([CH2:11][C:13]2[CH:22]=[CH:21][C:16]3[O:17][CH2:18][CH2:19][O:20][C:15]=3[CH:14]=2)=[C:9]([CH3:23])[N:8]=[CH:7]1)(=[O:4])=[O:5]. The yield is 0.870. (4) The reactants are [Cl:1][C:2]1[CH:3]=[C:4]([N:9]2[C:13](=[O:14])[CH2:12][C:11](=[O:15])[NH:10]2)[CH:5]=[CH:6][C:7]=1[CH3:8].[O:16]1[CH:20]=[CH:19][CH:18]=[C:17]1[CH:21]=O. The catalyst is CCO.N1C=CC=CC=1. The product is [Cl:1][C:2]1[CH:3]=[C:4]([N:9]2[C:13](=[O:14])[C:12](=[CH:21][C:17]3[O:16][CH:20]=[CH:19][CH:18]=3)[C:11](=[O:15])[NH:10]2)[CH:5]=[CH:6][C:7]=1[CH3:8]. The yield is 0.510. (5) The reactants are [CH3:1][N:2]([S:11]([C:14]1[CH:19]=[CH:18][C:17]([NH:20][CH2:21][C:22]#[CH:23])=[CH:16][CH:15]=1)(=[O:13])=[O:12])[CH2:3][C:4]([O:6]C(C)(C)C)=[O:5].FC(F)(F)C(O)=O. The catalyst is ClCCl. The product is [CH3:1][N:2]([S:11]([C:14]1[CH:19]=[CH:18][C:17]([NH:20][CH2:21][C:22]#[CH:23])=[CH:16][CH:15]=1)(=[O:13])=[O:12])[CH2:3][C:4]([OH:6])=[O:5]. The yield is 0.860.